This data is from Choline transporter screen with 302,306 compounds. The task is: Binary Classification. Given a drug SMILES string, predict its activity (active/inactive) in a high-throughput screening assay against a specified biological target. (1) The compound is Clc1ccc(n2ncc(C(=O)N3CCN(CC3)c3ncccc3)c2NC(=O)CC)cc1. The result is 0 (inactive). (2) The drug is ClC1=CC(P(OC(C)C)(OC(C)C)=O)(NS(=O)(=O)c2ccc(Cl)cc2)C=C(Cl)C1=O. The result is 0 (inactive). (3) The compound is S=C(NCCCN1CCN(CC1)CCC)Nc1cc2c(cc(N3CCN(CC3)CC)nc2cc1)C. The result is 1 (active). (4) The compound is s1cc(c2n(CCCN(CC)CC)cc3C(=O)C(OC(=O)C4CCCC4)(C(=O)C=c3c2)C)cc1. The result is 1 (active). (5) The drug is S(=O)(=O)(NCCC(=O)NCc1cc(OC)ccc1)c1cc2oc(=O)[nH]c2cc1. The result is 0 (inactive). (6) The result is 0 (inactive). The compound is S1\C(C(=O)N(C(c2ccccc2)C(O)=O)C1=S)=C/c1cc(OC)c(OC)c(OC)c1. (7) The drug is O1c2ncn(c(=N)c2C(c2c1cc(O)cc2)c1cc(OC)c(OC)cc1)Cc1ccccc1. The result is 0 (inactive).